This data is from Peptide-MHC class I binding affinity with 185,985 pairs from IEDB/IMGT. The task is: Regression. Given a peptide amino acid sequence and an MHC pseudo amino acid sequence, predict their binding affinity value. This is MHC class I binding data. (1) The peptide sequence is MPARLWLCL. The MHC is HLA-B39:01 with pseudo-sequence HLA-B39:01. The binding affinity (normalized) is 0.567. (2) The peptide sequence is HDLPLLCNL. The MHC is HLA-B18:01 with pseudo-sequence HLA-B18:01. The binding affinity (normalized) is 0.130. (3) The peptide sequence is HLARRQQGR. The MHC is Patr-A0101 with pseudo-sequence Patr-A0101. The binding affinity (normalized) is 0.507.